The task is: Predict the reactants needed to synthesize the given product.. This data is from Full USPTO retrosynthesis dataset with 1.9M reactions from patents (1976-2016). (1) Given the product [Br:1][C:2]1[CH:7]=[C:6]2[C:5](=[CH:4][CH:3]=1)[O:18][C:19]([CH2:20][CH2:21][CH3:22])=[C:9]([C:10]1[CH:15]=[CH:14][CH:13]=[CH:12][C:11]=1[F:16])[C:8]2=[O:17], predict the reactants needed to synthesize it. The reactants are: [Br:1][C:2]1[CH:3]=[CH:4][C:5]([OH:18])=[C:6]([C:8](=[O:17])[CH2:9][C:10]2[CH:15]=[CH:14][CH:13]=[CH:12][C:11]=2[F:16])[CH:7]=1.[C:19](O[C:19](=O)[CH2:20][CH2:21][CH3:22])(=O)[CH2:20][CH2:21][CH3:22].Cl. (2) Given the product [Cl:1][C:2]1[CH:3]=[C:4]2[CH:5]=[C:6]([CH2:19][OH:20])[N:7]([CH2:11][CH2:12][CH2:13][S:14]([CH2:17][CH3:18])(=[O:16])=[O:15])[C:8]2=[N:26][CH:10]=1, predict the reactants needed to synthesize it. The reactants are: [Cl:1][C:2]1[CH:3]=[C:4]2[C:8](=C[CH:10]=1)[N:7]([CH2:11][CH2:12][CH2:13][S:14]([CH2:17][CH3:18])(=[O:16])=[O:15])[C:6]([CH2:19][OH:20])=[CH:5]2.ClC1C=C2C=C(C(OC)=O)NC2=[N:26]C=1. (3) Given the product [Cl:1][C:2]1[CH:3]=[C:4]([C:5](=[O:6])[C:17]#[C:16][CH2:15][O:18][CH:19]2[CH2:24][CH2:23][CH2:22][CH2:21][O:20]2)[CH:11]=[CH:12][C:13]=1[Cl:14], predict the reactants needed to synthesize it. The reactants are: [Cl:1][C:2]1[CH:3]=[C:4]([CH:11]=[CH:12][C:13]=1[Cl:14])[C:5](N(OC)C)=[O:6].[CH2:15]([O:18][CH:19]1[CH2:24][CH2:23][CH2:22][CH2:21][O:20]1)[C:16]#[CH:17].C[Si]([N-][Si](C)(C)C)(C)C.[Li+].